Dataset: Forward reaction prediction with 1.9M reactions from USPTO patents (1976-2016). Task: Predict the product of the given reaction. (1) Given the reactants [OH:1][C:2]1[CH:3]=[C:4]([CH:9]=[CH:10][C:11]=1[C:12](=[NH:15])[CH2:13][CH3:14])[C:5]([O:7][CH3:8])=[O:6].C(=O)([O-])[O-].[K+].[K+].C1C(=O)N(Cl)C(=O)C1, predict the reaction product. The product is: [CH2:13]([C:12]1[C:11]2[CH:10]=[CH:9][C:4]([C:5]([O:7][CH3:8])=[O:6])=[CH:3][C:2]=2[O:1][N:15]=1)[CH3:14]. (2) Given the reactants Br[CH2:2][C:3]([C:5]1[CH:19]=[CH:18][C:8]([C:9]([NH:11][CH2:12][CH2:13][C:14]([F:17])([F:16])[F:15])=[O:10])=[CH:7][CH:6]=1)=O.[C:20]([CH2:22][C:23](=[S:25])[NH2:24])#N.[CH3:26][Si](Cl)(C)C.O=S(Cl)Cl.[C:35]([O-:38])(O)=[O:36].[Na+], predict the reaction product. The product is: [C:35]([O:38][CH2:20][CH2:22][C:23]1[S:25][CH:2]=[C:3]([C:5]2[CH:19]=[CH:18][C:8]([C:9](=[O:10])[NH:11][CH2:12][CH2:13][C:14]([F:17])([F:16])[F:15])=[CH:7][CH:6]=2)[N:24]=1)(=[O:36])[CH3:26]. (3) Given the reactants [N:1]1[CH:6]=[CH:5][CH:4]=[CH:3][C:2]=1[C:7]1[O:11][CH:10]=[N:9][CH:8]=1.[O:12]([CH2:19][C:20]1[CH:25]=[CH:24][C:23]([CH2:26][CH2:27][C:28](O)=[O:29])=[CH:22][CH:21]=1)[C:13]1[CH:18]=[CH:17][CH:16]=[CH:15][CH:14]=1, predict the reaction product. The product is: [O:12]([CH2:19][C:20]1[CH:21]=[CH:22][C:23]([CH2:26][CH2:27][C:28]([C:10]2[O:11][C:7]([C:2]3[CH:3]=[CH:4][CH:5]=[CH:6][N:1]=3)=[CH:8][N:9]=2)=[O:29])=[CH:24][CH:25]=1)[C:13]1[CH:18]=[CH:17][CH:16]=[CH:15][CH:14]=1. (4) Given the reactants C([O:5][C:6](=[O:22])[CH2:7][N:8]1[C:16]2[C:11](=[CH:12][CH:13]=[CH:14][CH:15]=2)[CH:10]=[C:9]1[C:17]([O:19][CH2:20][CH3:21])=[O:18])(C)(C)C, predict the reaction product. The product is: [CH2:20]([O:19][C:17]([C:9]1[N:8]([CH2:7][C:6]([OH:22])=[O:5])[C:16]2[C:11]([CH:10]=1)=[CH:12][CH:13]=[CH:14][CH:15]=2)=[O:18])[CH3:21]. (5) The product is: [N:1]1[CH:6]=[CH:5][CH:4]=[CH:3][C:2]=1[O:7][CH2:9][C:10]([O:12][C:13]([CH3:16])([CH3:15])[CH3:14])=[O:11]. Given the reactants [N:1]1[CH:6]=[CH:5][CH:4]=[CH:3][C:2]=1[OH:7].Br[CH2:9][C:10]([O:12][C:13]([CH3:16])([CH3:15])[CH3:14])=[O:11].C(=O)([O-])[O-].[Cs+].[Cs+].O, predict the reaction product. (6) Given the reactants [OH:1][C:2]1[CH:9]=[CH:8][C:5]([CH:6]=O)=[CH:4][C:3]=1[CH3:10].[C:11]([O:15][C:16]([CH3:19])([CH3:18])[CH3:17])(=[O:14])[NH:12][NH2:13], predict the reaction product. The product is: [C:16]([O:15][C:11]([NH:12][N:13]=[CH:6][C:5]1[CH:8]=[CH:9][C:2]([OH:1])=[C:3]([CH3:10])[CH:4]=1)=[O:14])([CH3:19])([CH3:18])[CH3:17].